From a dataset of Full USPTO retrosynthesis dataset with 1.9M reactions from patents (1976-2016). Predict the reactants needed to synthesize the given product. (1) Given the product [F:24][C:23]([F:26])([F:25])[CH2:22][CH2:21][CH2:20][C:8]([CH2:7][C:6]1[CH:5]=[CH:4][C:3]([C:2]([F:15])([F:16])[F:1])=[CH:14][CH:13]=1)([C:11]#[N:12])[C:9]#[N:10], predict the reactants needed to synthesize it. The reactants are: [F:1][C:2]([F:16])([F:15])[C:3]1[CH:14]=[CH:13][C:6]([CH2:7][CH:8]([C:11]#[N:12])[C:9]#[N:10])=[CH:5][CH:4]=1.[H-].[Na+].I[CH2:20][CH2:21][CH2:22][C:23]([F:26])([F:25])[F:24]. (2) Given the product [F:1][C:2]1[CH:10]=[C:9]([C:11]2[CH:16]=[CH:15][C:14]([F:17])=[CH:13][CH:12]=2)[C:8]2[N:7]3[CH2:18][CH2:19][NH:20][C:21](=[O:22])[C:6]3=[C:5]([C:32]([F:35])([F:34])[F:31])[C:4]=2[CH:3]=1, predict the reactants needed to synthesize it. The reactants are: [F:1][C:2]1[CH:10]=[C:9]([C:11]2[CH:16]=[CH:15][C:14]([F:17])=[CH:13][CH:12]=2)[C:8]2[N:7]3[CH2:18][CH2:19][NH:20][C:21](=[O:22])[C:6]3=[CH:5][C:4]=2[CH:3]=1.CN(C)CCN(C)C.[F:31][C:32]([F:35])([F:34])I.O.